From a dataset of Full USPTO retrosynthesis dataset with 1.9M reactions from patents (1976-2016). Predict the reactants needed to synthesize the given product. (1) Given the product [OH:1][C:2]1[C:10]([I:11])=[CH:9][C:5]([C:6]([OH:8])=[O:7])=[CH:4][N:3]=1, predict the reactants needed to synthesize it. The reactants are: [OH:1][C:2]1[CH:10]=[CH:9][C:5]([C:6]([OH:8])=[O:7])=[CH:4][N:3]=1.[I:11]N1C(=O)CCC1=O.S([O-])([O-])(=O)=S.[Na+].[Na+].O. (2) Given the product [C:1]([N:4]1[C:12]2[C:7](=[CH:8][C:9]([C:13](=[O:15])[CH3:14])=[CH:10][CH:11]=2)[C:6](=[C:22]([C:21]2[CH:25]=[C:26]([O:28][CH3:29])[CH:27]=[C:19]([O:18][CH3:17])[CH:20]=2)[OH:23])[C:5]1=[O:16])(=[O:3])[CH3:2], predict the reactants needed to synthesize it. The reactants are: [C:1]([N:4]1[C:12]2[C:7](=[CH:8][C:9]([C:13](=[O:15])[CH3:14])=[CH:10][CH:11]=2)[CH2:6][C:5]1=[O:16])(=[O:3])[CH3:2].[CH3:17][O:18][C:19]1[CH:20]=[C:21]([CH:25]=[C:26]([O:28][CH3:29])[CH:27]=1)[C:22](O)=[O:23]. (3) The reactants are: [C:1]([O:5][C:6]([NH:8][C:9]1[CH:17]=[CH:16][CH:15]=[C:14]([O:18][CH3:19])[C:10]=1[C:11]([OH:13])=[O:12])=[O:7])([CH3:4])([CH3:3])[CH3:2].[Br-:20].[Br-].[Br-].C([N+](CCCC)(CCCC)CCCC)CCC.C([N+](CCCC)(CCCC)CCCC)CCC.C([N+](CCCC)(CCCC)CCCC)CCC.O. Given the product [Br:20][C:15]1[C:14]([O:18][CH3:19])=[C:10]([C:9]([NH:8][C:6]([O:5][C:1]([CH3:4])([CH3:3])[CH3:2])=[O:7])=[CH:17][CH:16]=1)[C:11]([OH:13])=[O:12], predict the reactants needed to synthesize it. (4) The reactants are: C1(=O)[N:5]([CH:6]([C:27]2[CH:32]=[CH:31][CH:30]=[CH:29][N:28]=2)[CH2:7][CH2:8][CH2:9][CH2:10][CH2:11][CH2:12][CH2:13][CH2:14][CH2:15][N:16]2C(=O)C3=CC=CC=C3C2=O)C(=O)C2=CC=CC=C12.NN. Given the product [NH2:5][CH:6]([C:27]1[CH:32]=[CH:31][CH:30]=[CH:29][N:28]=1)[CH2:7][CH2:8][CH2:9][CH2:10][CH2:11][CH2:12][CH2:13][CH2:14][CH2:15][NH2:16], predict the reactants needed to synthesize it. (5) The reactants are: [NH2:1][C:2]1[CH:7]=[CH:6][C:5]([Br:8])=[CH:4][N:3]=1.[C:9](O[C:9]([O:11][C:12]([CH3:15])([CH3:14])[CH3:13])=[O:10])([O:11][C:12]([CH3:15])([CH3:14])[CH3:13])=[O:10]. Given the product [C:12]([O:11][C:9]([NH:1][C:2]1[CH:7]=[CH:6][C:5]([Br:8])=[CH:4][N:3]=1)=[O:10])([CH3:15])([CH3:14])[CH3:13], predict the reactants needed to synthesize it. (6) The reactants are: [OH:1][CH2:2][CH2:3][CH2:4][C:5]1[CH:10]=[CH:9][C:8]([CH:11]2[CH2:16][CH2:15][N:14]([C:17]([O:19][C:20]([CH3:23])([CH3:22])[CH3:21])=[O:18])[CH2:13][CH:12]2[O:24][CH2:25][C:26]2[CH:35]=[CH:34][C:33]3[C:28](=[CH:29][CH:30]=[CH:31][CH:32]=3)[CH:27]=2)=[CH:7][CH:6]=1.[C:36](Cl)(=[O:43])[C:37]1[CH:42]=[CH:41][CH:40]=[CH:39][CH:38]=1. Given the product [C:36]([O:1][CH2:2][CH2:3][CH2:4][C:5]1[CH:6]=[CH:7][C:8]([CH:11]2[CH2:16][CH2:15][N:14]([C:17]([O:19][C:20]([CH3:21])([CH3:22])[CH3:23])=[O:18])[CH2:13][CH:12]2[O:24][CH2:25][C:26]2[CH:35]=[CH:34][C:33]3[C:28](=[CH:29][CH:30]=[CH:31][CH:32]=3)[CH:27]=2)=[CH:9][CH:10]=1)(=[O:43])[C:37]1[CH:42]=[CH:41][CH:40]=[CH:39][CH:38]=1, predict the reactants needed to synthesize it.